Dataset: Catalyst prediction with 721,799 reactions and 888 catalyst types from USPTO. Task: Predict which catalyst facilitates the given reaction. (1) Reactant: [F:1][CH:2]([F:23])[O:3][CH2:4][C@@H:5]([N:12]1C(=O)C2C(=CC=CC=2)C1=O)[C:6]1[CH:11]=[CH:10][CH:9]=[CH:8][CH:7]=1.O.NN. Product: [F:1][CH:2]([F:23])[O:3][CH2:4][C@H:5]([C:6]1[CH:11]=[CH:10][CH:9]=[CH:8][CH:7]=1)[NH2:12]. The catalyst class is: 14. (2) Reactant: [O:1]1[CH2:6][CH2:5][CH2:4][CH2:3][CH:2]1[O:7][CH:8]1[CH:12]2[O:13][CH2:14][CH:15]([OH:16])[CH:11]2[O:10][CH2:9]1. Product: [O:1]1[CH2:6][CH2:5][CH2:4][CH2:3][CH:2]1[O:7][CH:8]1[CH:12]2[O:13][CH2:14][C:15](=[O:16])[CH:11]2[O:10][CH2:9]1. The catalyst class is: 2.